This data is from NCI-60 drug combinations with 297,098 pairs across 59 cell lines. The task is: Regression. Given two drug SMILES strings and cell line genomic features, predict the synergy score measuring deviation from expected non-interaction effect. (1) Drug 1: C1CCN(CC1)CCOC2=CC=C(C=C2)C(=O)C3=C(SC4=C3C=CC(=C4)O)C5=CC=C(C=C5)O. Drug 2: C1=CC(=CC=C1C#N)C(C2=CC=C(C=C2)C#N)N3C=NC=N3. Cell line: MCF7. Synergy scores: CSS=10.7, Synergy_ZIP=-0.560, Synergy_Bliss=5.73, Synergy_Loewe=3.77, Synergy_HSA=5.38. (2) Drug 1: C1=CC=C(C(=C1)C(C2=CC=C(C=C2)Cl)C(Cl)Cl)Cl. Drug 2: CCN(CC)CCCC(C)NC1=C2C=C(C=CC2=NC3=C1C=CC(=C3)Cl)OC. Cell line: OVCAR-8. Synergy scores: CSS=25.8, Synergy_ZIP=-8.65, Synergy_Bliss=-1.06, Synergy_Loewe=-37.8, Synergy_HSA=0.108. (3) Drug 1: CC1=C(C=C(C=C1)NC2=NC=CC(=N2)N(C)C3=CC4=NN(C(=C4C=C3)C)C)S(=O)(=O)N.Cl. Drug 2: CC1=C2C(C(=O)C3(C(CC4C(C3C(C(C2(C)C)(CC1OC(=O)C(C(C5=CC=CC=C5)NC(=O)C6=CC=CC=C6)O)O)OC(=O)C7=CC=CC=C7)(CO4)OC(=O)C)O)C)OC(=O)C. Cell line: DU-145. Synergy scores: CSS=32.0, Synergy_ZIP=8.58, Synergy_Bliss=10.6, Synergy_Loewe=-35.2, Synergy_HSA=9.50. (4) Cell line: RXF 393. Drug 2: C1=CC=C(C(=C1)C(C2=CC=C(C=C2)Cl)C(Cl)Cl)Cl. Synergy scores: CSS=6.10, Synergy_ZIP=1.18, Synergy_Bliss=3.94, Synergy_Loewe=3.52, Synergy_HSA=3.52. Drug 1: CC(C1=C(C=CC(=C1Cl)F)Cl)OC2=C(N=CC(=C2)C3=CN(N=C3)C4CCNCC4)N. (5) Drug 1: CCC1=C2CN3C(=CC4=C(C3=O)COC(=O)C4(CC)O)C2=NC5=C1C=C(C=C5)O. Drug 2: C1=NC(=NC(=O)N1C2C(C(C(O2)CO)O)O)N. Cell line: HS 578T. Synergy scores: CSS=22.1, Synergy_ZIP=-4.98, Synergy_Bliss=0.0788, Synergy_Loewe=-1.45, Synergy_HSA=2.99.